This data is from Full USPTO retrosynthesis dataset with 1.9M reactions from patents (1976-2016). The task is: Predict the reactants needed to synthesize the given product. (1) Given the product [OH:8][CH2:9][CH2:10][O:11][CH2:12][CH2:13][O:14][CH2:15][CH2:16][O:17][C:18](=[O:50])[CH2:19][NH:20][C:21]1[CH:26]=[CH:25][CH:24]=[C:23]([CH:27]([S:41]([C:44]2[CH:49]=[CH:48][CH:47]=[CH:46][N:45]=2)(=[O:43])=[O:42])[NH:28][CH2:29][C:30]2[CH:35]=[CH:34][C:33]([C:36]3[S:37][CH:38]=[CH:39][N:40]=3)=[CH:32][CH:31]=2)[N:22]=1, predict the reactants needed to synthesize it. The reactants are: C([O:8][CH2:9][CH2:10][O:11][CH2:12][CH2:13][O:14][CH2:15][CH2:16][O:17][C:18](=[O:50])[CH2:19][NH:20][C:21]1[CH:26]=[CH:25][CH:24]=[C:23]([CH:27]([S:41]([C:44]2[CH:49]=[CH:48][CH:47]=[CH:46][N:45]=2)(=[O:43])=[O:42])[NH:28][CH2:29][C:30]2[CH:35]=[CH:34][C:33]([C:36]3[S:37][CH:38]=[CH:39][N:40]=3)=[CH:32][CH:31]=2)[N:22]=1)C1C=CC=CC=1.FC(F)(F)C(O)=O. (2) Given the product [CH2:7]=[CH2:8].[C:3](=[O:4])([OH:6])[OH:5].[CH:7]([CH:9]=[CH2:10])=[CH2:8], predict the reactants needed to synthesize it. The reactants are: C=C.[C:3](=[O:6])([OH:5])[OH:4].[CH:7]([CH:9]=[CH2:10])=[CH2:8]. (3) The reactants are: [NH2:1][C:2]1[CH:7]=[C:6]([CH2:8][S:9][C:10]2[C:15]([C:16]([NH:18][C:19]3[CH:24]=[C:23]([CH3:25])[CH:22]=[C:21]([CH3:26])[CH:20]=3)=[O:17])=[CH:14][CH:13]=[CH:12][N:11]=2)[CH:5]=[CH:4][N:3]=1.[CH:27](N1C2C=CC=CC=2N=N1)=[O:28]. Given the product [CH3:26][C:21]1[CH:20]=[C:19]([NH:18][C:16]([C:15]2[C:10]([S:9][CH2:8][C:6]3[CH:5]=[CH:4][N:3]=[C:2]([NH:1][CH:27]=[O:28])[CH:7]=3)=[N:11][CH:12]=[CH:13][CH:14]=2)=[O:17])[CH:24]=[C:23]([CH3:25])[CH:22]=1, predict the reactants needed to synthesize it. (4) Given the product [Cl:1][C:2]1[CH:3]=[C:4]([CH:9]2[CH2:15][CH2:14][NH:13][C:12](=[O:16])[C:11]3[S:17][C:18]([I:31])=[CH:19][C:10]2=3)[CH:5]=[CH:6][C:7]=1[Cl:8], predict the reactants needed to synthesize it. The reactants are: [Cl:1][C:2]1[CH:3]=[C:4]([CH:9]2[CH2:15][CH2:14][NH:13][C:12](=[O:16])[C:11]3[S:17][CH:18]=[CH:19][C:10]2=3)[CH:5]=[CH:6][C:7]=1[Cl:8].C([Li])CCC.CCCCCC.[I:31]I. (5) Given the product [N:1]([CH:4]1[CH2:5][NH:6][CH2:7][CH:8]([C:10]([NH:11][C:12]2[CH:13]=[CH:14][C:15]([Cl:18])=[CH:16][CH:17]=2)=[O:19])[CH2:9]1)=[N+:2]=[N-:3], predict the reactants needed to synthesize it. The reactants are: [N:1]([CH:4]1[CH2:9][CH:8]([C:10](=[O:19])[NH:11][C:12]2[CH:17]=[CH:16][C:15]([Cl:18])=[CH:14][CH:13]=2)[CH2:7][N:6](C(OC(C)(C)C)=O)[CH2:5]1)=[N+:2]=[N-:3].FC(F)(F)C(O)=O.